This data is from Forward reaction prediction with 1.9M reactions from USPTO patents (1976-2016). The task is: Predict the product of the given reaction. (1) Given the reactants F[C:2]1[CH:9]=[CH:8][CH:7]=[CH:6][C:3]=1[CH:4]=[O:5].C(=O)([O-])[O-].[K+].[K+].[S-2:16].[CH3:17][Na], predict the reaction product. The product is: [CH3:17][S:16][C:2]1[CH:9]=[CH:8][CH:7]=[CH:6][C:3]=1[CH:4]=[O:5]. (2) Given the reactants [F:1][C:2]1[CH:3]=[C:4]([C:8]2[CH:9]=[C:10]([CH:15]=[C:16]([O:18][CH3:19])[CH:17]=2)[C:11]([O:13]C)=[O:12])[CH:5]=[CH:6][CH:7]=1.[OH-].[K+], predict the reaction product. The product is: [F:1][C:2]1[CH:3]=[C:4]([C:8]2[CH:9]=[C:10]([CH:15]=[C:16]([O:18][CH3:19])[CH:17]=2)[C:11]([OH:13])=[O:12])[CH:5]=[CH:6][CH:7]=1. (3) Given the reactants [OH:1][C:2]1[C:3]([C:18](=[N:20][NH:21][C:22]([C:24]2[CH:33]=[CH:32][C:27]([C:28]([O:30]C)=[O:29])=[CH:26][CH:25]=2)=[O:23])[CH3:19])=[N:4][N:5]([CH3:17])[C:6]=1[C:7]1[CH:12]=[CH:11][C:10]([CH2:13][CH:14]([CH3:16])[CH3:15])=[CH:9][CH:8]=1.CO.[OH-].[Na+].Cl, predict the reaction product. The product is: [OH:1][C:2]1[C:3]([C:18](=[N:20][NH:21][C:22]([C:24]2[CH:25]=[CH:26][C:27]([C:28]([OH:30])=[O:29])=[CH:32][CH:33]=2)=[O:23])[CH3:19])=[N:4][N:5]([CH3:17])[C:6]=1[C:7]1[CH:8]=[CH:9][C:10]([CH2:13][CH:14]([CH3:15])[CH3:16])=[CH:11][CH:12]=1. (4) Given the reactants [C:1]([C:3]1[CH:4]=[C:5]([C:14]2[CH:15]=[C:16]([CH:21]=[CH:22][N:23]=2)[C:17]([O:19]C)=[O:18])[CH:6]=[CH:7][C:8]=1[N:9]1[CH:13]=[CH:12][CH:11]=[CH:10]1)#[N:2].Cl, predict the reaction product. The product is: [C:1]([C:3]1[CH:4]=[C:5]([C:14]2[CH:15]=[C:16]([CH:21]=[CH:22][N:23]=2)[C:17]([OH:19])=[O:18])[CH:6]=[CH:7][C:8]=1[N:9]1[CH:13]=[CH:12][CH:11]=[CH:10]1)#[N:2]. (5) Given the reactants [NH2:1][C:2]1[N:7]=[CH:6][N:5]=[C:4]([NH:8][C@H:9]([C:11]2[N:16]([C:17]3[CH:22]=[CH:21][CH:20]=[CH:19][CH:18]=3)[C:15](=[O:23])[C:14]3=[C:24]([CH3:27])[CH:25]=[CH:26][N:13]3[N:12]=2)[CH3:10])[C:3]=1Br.[OH:29][C:30]1[CH:31]=[C:32](B(O)O)[CH:33]=[C:34]([C:36]([F:39])([F:38])[F:37])[CH:35]=1.C(=O)([O-])[O-].[Na+].[Na+], predict the reaction product. The product is: [NH2:1][C:2]1[N:7]=[CH:6][N:5]=[C:4]([NH:8][C@H:9]([C:11]2[N:16]([C:17]3[CH:22]=[CH:21][CH:20]=[CH:19][CH:18]=3)[C:15](=[O:23])[C:14]3=[C:24]([CH3:27])[CH:25]=[CH:26][N:13]3[N:12]=2)[CH3:10])[C:3]=1[C:32]1[CH:33]=[C:34]([C:36]([F:39])([F:37])[F:38])[CH:35]=[C:30]([OH:29])[CH:31]=1. (6) Given the reactants [CH3:1][O:2][C:3]1[CH:4]=[CH:5][C:6]2[N:10]([CH3:11])[C:9](=[O:12])[N:8]([CH2:13][C@H:14]3[CH2:19][CH2:18][C@H:17]([C:20](O)=[O:21])[CH2:16][CH2:15]3)[C:7]=2[CH:23]=1.[CH3:24]N(C(ON1N=NC2C=CC=NC1=2)=[N+](C)C)C.F[P-](F)(F)(F)(F)F.[C:48]([N:52]1[CH:56]=[CH:55][C:54]([C:57]([NH:59][NH2:60])=[O:58])=[N:53]1)([CH3:51])([CH3:50])[CH3:49], predict the reaction product. The product is: [CH3:1][O:2][C:3]1[CH:4]=[CH:5][C:6]2[N:10]([CH3:11])[C:9](=[O:12])[N:8]([CH2:13][C@H:14]3[CH2:15][CH2:16][C@H:17]([C:20]([NH:60][NH:59][C:57]([C:54]4[CH:55]=[C:56]([CH3:24])[N:52]([C:48]([CH3:51])([CH3:49])[CH3:50])[N:53]=4)=[O:58])=[O:21])[CH2:18][CH2:19]3)[C:7]=2[CH:23]=1.